Dataset: Reaction yield outcomes from USPTO patents with 853,638 reactions. Task: Predict the reaction yield, written as a fraction of the theoretical maximum amount of product (1.0 means a 100% yield; for example, 0.34 means a 34% yield). The reactants are F[C:2]1[CH:7]=[CH:6][C:5]([C:8]([F:11])([F:10])[F:9])=[CH:4][C:3]=1[N+:12]([O-:14])=[O:13].[C:15]([NH:22][CH:23]1[CH2:28][CH2:27][NH:26][CH2:25][CH2:24]1)([O:17][C:18]([CH3:21])([CH3:20])[CH3:19])=[O:16]. No catalyst specified. The product is [N+:12]([C:3]1[CH:4]=[C:5]([C:8]([F:11])([F:10])[F:9])[CH:6]=[CH:7][C:2]=1[N:26]1[CH2:25][CH2:24][CH:23]([NH:22][C:15](=[O:16])[O:17][C:18]([CH3:20])([CH3:19])[CH3:21])[CH2:28][CH2:27]1)([O-:14])=[O:13]. The yield is 0.990.